From a dataset of Reaction yield outcomes from USPTO patents with 853,638 reactions. Predict the reaction yield, written as a fraction of the theoretical maximum amount of product (1.0 means a 100% yield; for example, 0.34 means a 34% yield). (1) The reactants are [C:1]1([S:7]([N:10]2[C:14]3=[N:15][CH:16]=[C:17]([Br:19])[CH:18]=[C:13]3[C:12](I)=[CH:11]2)(=[O:9])=[O:8])[CH:6]=[CH:5][CH:4]=[CH:3][CH:2]=1.[F:21][C:22]1[CH:23]=[C:24]([CH:46]=[CH:47][C:48]=1[F:49])[CH2:25][N:26]1[CH:31]=[CH:30][CH:29]=[C:28]([C:32]([NH:34][CH2:35][C:36]2[CH:37]=[C:38](B(O)O)[CH:39]=[CH:40][CH:41]=2)=[O:33])[C:27]1=[O:45].C1(P(C2C=CC=CC=2)C2C=CC=CC=2)C=CC=CC=1.C(=O)([O-])[O-].[Na+].[Na+]. The catalyst is CC(C)=O.O.C([O-])(=O)C.[Pd+2].C([O-])(=O)C. The product is [C:1]1([S:7]([N:10]2[C:14]3=[N:15][CH:16]=[C:17]([Br:19])[CH:18]=[C:13]3[C:12]([C:40]3[CH:41]=[C:36]([CH:37]=[CH:38][CH:39]=3)[CH2:35][NH:34][C:32]([C:28]3[C:27](=[O:45])[N:26]([CH2:25][C:24]4[CH:46]=[CH:47][C:48]([F:49])=[C:22]([F:21])[CH:23]=4)[CH:31]=[CH:30][CH:29]=3)=[O:33])=[CH:11]2)(=[O:9])=[O:8])[CH:6]=[CH:5][CH:4]=[CH:3][CH:2]=1. The yield is 0.850. (2) The reactants are [N+:1]([C:4]1[CH:17]=[CH:16][C:7]([CH2:8][CH2:9][N:10]2[CH2:15][CH2:14][O:13][CH2:12][CH2:11]2)=[CH:6][CH:5]=1)([O-])=O. The catalyst is CO.[Pd]. The product is [O:13]1[CH2:12][CH2:11][N:10]([CH2:9][CH2:8][C:7]2[CH:16]=[CH:17][C:4]([NH2:1])=[CH:5][CH:6]=2)[CH2:15][CH2:14]1. The yield is 1.00. (3) The reactants are [NH2:1][C:2]1[C:7]([F:8])=[CH:6][CH:5]=[CH:4][C:3]=1[OH:9].CCO[C:13]([S-])=[S:14].[K+]. The catalyst is CO. The product is [F:8][C:7]1[C:2]2[N:1]=[C:13]([SH:14])[O:9][C:3]=2[CH:4]=[CH:5][CH:6]=1. The yield is 0.427. (4) The reactants are ClC1C=C(C2ON=C(CP(=O)(OCC)OCC)N=2)C=CC=1.[C:22]([O:26][C:27]([N:29]1[CH2:34][CH2:33][C:32](=[C:35]([C:38]([NH2:50])=[N:39][O:40][C:41](=O)[C:42]2[CH:47]=[CH:46][CH:45]=[C:44]([Cl:48])[CH:43]=2)[CH2:36][CH3:37])[CH2:31][CH2:30]1)=[O:28])([CH3:25])([CH3:24])[CH3:23].CCCC[N+](CCCC)(CCCC)CCCC.[F-]. No catalyst specified. The product is [C:22]([O:26][C:27]([N:29]1[CH2:34][CH2:33][C:32](=[C:35]([C:38]2[N:50]=[C:41]([C:42]3[CH:47]=[CH:46][CH:45]=[C:44]([Cl:48])[CH:43]=3)[O:40][N:39]=2)[CH2:36][CH3:37])[CH2:31][CH2:30]1)=[O:28])([CH3:25])([CH3:24])[CH3:23]. The yield is 0.400. (5) The reactants are [F:1][C:2]1[CH:3]=[C:4]([CH:6]=[C:7]([F:9])[CH:8]=1)[NH2:5].[Br:10][CH2:11][C:12](Br)=[O:13]. The catalyst is O1CCOCC1.O. The product is [Br:10][CH2:11][C:12]([NH:5][C:4]1[CH:3]=[C:2]([F:1])[CH:8]=[C:7]([F:9])[CH:6]=1)=[O:13]. The yield is 0.330. (6) The reactants are [Cl:1][C:2]1[CH:7]=[C:6]([C:8]2[CH:13]=[CH:12][CH:11]=[C:10]([Cl:14])[CH:9]=2)[N:5]=[C:4]2[CH2:15][CH2:16][CH2:17][C:3]=12.[Cl-].[CH3:19][C:20]1[CH:27]=[CH:26][C:23]([CH2:24][Zn+])=[CH:22][CH:21]=1.[Cl-]. The catalyst is C1C=CC(P(C2C=CC=CC=2)[C-]2C=CC=C2)=CC=1.C1C=CC(P(C2C=CC=CC=2)[C-]2C=CC=C2)=CC=1.Cl[Pd]Cl.[Fe+2].C1COCC1. The product is [ClH:1].[Cl:14][C:10]1[CH:9]=[C:8]([C:6]2[N:5]=[C:4]3[CH2:15][CH2:16][CH2:17][C:3]3=[C:2]([CH2:19][C:20]3[CH:27]=[CH:26][C:23]([CH3:24])=[CH:22][CH:21]=3)[CH:7]=2)[CH:13]=[CH:12][CH:11]=1. The yield is 0.410. (7) The reactants are [Cl:1][C:2]1[CH:3]=[C:4]([N+:9]([O-:11])=[O:10])[CH:5]=[CH:6][C:7]=1F.[C:12]([O:19][CH3:20])(=[O:18])[CH2:13][C:14]([O:16][CH3:17])=[O:15].[OH-].[Na+].Cl. The catalyst is CN1CCCC1=O.O. The product is [CH3:17][O:16][C:14](=[O:15])[CH:13]([C:7]1[CH:6]=[CH:5][C:4]([N+:9]([O-:11])=[O:10])=[CH:3][C:2]=1[Cl:1])[C:12]([O:19][CH3:20])=[O:18]. The yield is 0.670. (8) The reactants are [Cl:1][C:2]1[CH:7]=[CH:6][C:5](Cl)=[CH:4][C:3]=1[S:9]([NH:12][CH2:13][C:14]1[CH:15]=[C:16]([C:20]2[CH:21]=[C:22]3[C:26](=[C:27]([C:29]([NH2:31])=[O:30])[CH:28]=2)[NH:25][CH:24]=[C:23]3[CH:32]2[CH2:37][CH2:36][N:35]([S:38]([CH2:41][CH3:42])(=[O:40])=[O:39])[CH2:34][CH2:33]2)[CH:17]=[CH:18][CH:19]=1)(=[O:11])=[O:10].ClC1C=CC(Cl)=CC=1S(Cl)(=O)=O. No catalyst specified. The product is [Cl:1][C:2]1[CH:7]=[CH:6][CH:5]=[CH:4][C:3]=1[S:9]([NH:12][CH2:13][C:14]1[CH:15]=[C:16]([C:20]2[CH:21]=[C:22]3[C:26](=[C:27]([C:29]([NH2:31])=[O:30])[CH:28]=2)[NH:25][CH:24]=[C:23]3[CH:32]2[CH2:33][CH2:34][N:35]([S:38]([CH2:41][CH3:42])(=[O:39])=[O:40])[CH2:36][CH2:37]2)[CH:17]=[CH:18][CH:19]=1)(=[O:11])=[O:10]. The yield is 0.290. (9) The reactants are [NH:1]1[CH2:6][CH2:5][CH:4]([CH2:7][C:8]([OH:10])=[O:9])[CH2:3][CH2:2]1.[C:11](OC(=O)C)(=[O:13])[CH3:12]. No catalyst specified. The product is [C:11]([N:1]1[CH2:6][CH2:5][CH:4]([CH2:7][C:8]([OH:10])=[O:9])[CH2:3][CH2:2]1)(=[O:13])[CH3:12]. The yield is 0.990.